Dataset: Reaction yield outcomes from USPTO patents with 853,638 reactions. Task: Predict the reaction yield, written as a fraction of the theoretical maximum amount of product (1.0 means a 100% yield; for example, 0.34 means a 34% yield). (1) The reactants are C([O:4][C:5]1[C:14]2[CH2:13][CH2:12][CH2:11][CH2:10][C:9]=2[CH:8]=[C:7]([CH3:15])[CH:6]=1)(=O)C.[OH-].[Na+]. The catalyst is C1COCC1.CO. The product is [CH3:15][C:7]1[CH:6]=[C:5]([OH:4])[C:14]2[CH2:13][CH2:12][CH2:11][CH2:10][C:9]=2[CH:8]=1. The yield is 0.990. (2) The reactants are Br[CH:2]=[C:3]1[C:9]2[CH:10]=[CH:11][C:12]([F:14])=[CH:13][C:8]=2[CH2:7][O:6][C:5]2[CH:15]=[C:16]([F:19])[CH:17]=[CH:18][C:4]1=2.CC1(C)C(C)(C)OB([C:28]2[CH:37]=[CH:36][C:31]3[NH:32][C:33](=[O:35])[NH:34][C:30]=3[CH:29]=2)O1.C([O-])([O-])=O.[Na+].[Na+].O1CCOCC1. The catalyst is C1C=CC([P]([Pd]([P](C2C=CC=CC=2)(C2C=CC=CC=2)C2C=CC=CC=2)([P](C2C=CC=CC=2)(C2C=CC=CC=2)C2C=CC=CC=2)[P](C2C=CC=CC=2)(C2C=CC=CC=2)C2C=CC=CC=2)(C2C=CC=CC=2)C2C=CC=CC=2)=CC=1.CO. The product is [F:19][C:16]1[CH:17]=[CH:18][C:4]2[C:3](=[CH:2][C:28]3[CH:37]=[CH:36][C:31]4[NH:32][C:33](=[O:35])[NH:34][C:30]=4[CH:29]=3)[C:9]3[CH:10]=[CH:11][C:12]([F:14])=[CH:13][C:8]=3[CH2:7][O:6][C:5]=2[CH:15]=1. The yield is 0.270. (3) The reactants are [CH2:1]([O:8][C:9]([NH:11][C:12]1[C:13]([C:24](O)=[O:25])=[N:14][C:15]2[C:20]([CH:21]=1)=[CH:19][CH:18]=[C:17]([CH:22]=[CH2:23])[CH:16]=2)=[O:10])[C:2]1[CH:7]=[CH:6][CH:5]=[CH:4][CH:3]=1.[NH2:27][C:28]1[CH:29]=[N:30][CH:31]=[CH:32][C:33]=1[N:34]1[CH2:39][CH2:38][CH2:37][C@H:36]([NH:40][C:41](=[O:47])[O:42][C:43]([CH3:46])([CH3:45])[CH3:44])[CH2:35]1.CN(C(ON1N=NC2C=CC=NC1=2)=[N+](C)C)C.F[P-](F)(F)(F)(F)F.CCN(C(C)C)C(C)C.[OH-].[Na+]. The catalyst is CN(C=O)C. The product is [C:43]([O:42][C:41]([NH:40][C@H:36]1[CH2:37][CH2:38][CH2:39][N:34]([C:33]2[CH:32]=[CH:31][N:30]=[CH:29][C:28]=2[NH:27][C:24]([C:13]2[C:12]([NH:11][C:9](=[O:10])[O:8][CH2:1][C:2]3[CH:7]=[CH:6][CH:5]=[CH:4][CH:3]=3)=[CH:21][C:20]3[C:15](=[CH:16][C:17]([CH:22]=[CH2:23])=[CH:18][CH:19]=3)[N:14]=2)=[O:25])[CH2:35]1)=[O:47])([CH3:44])([CH3:46])[CH3:45]. The yield is 0.530. (4) The reactants are Cl.[CH3:2][C:3]1[CH:4]=[C:5]([CH:15]([NH2:17])[CH3:16])[CH:6]=[N:7][C:8]=1[O:9][CH2:10][C:11]([F:14])([F:13])[F:12].[NH2:18][C:19]1[N:24]=[C:23]([C:25](O)=[O:26])[CH:22]=[C:21]([CH3:28])[N:20]=1. No catalyst specified. The product is [NH2:18][C:19]1[N:24]=[C:23]([C:25]([NH:17][CH:15]([C:5]2[CH:6]=[N:7][C:8]([O:9][CH2:10][C:11]([F:14])([F:12])[F:13])=[C:3]([CH3:2])[CH:4]=2)[CH3:16])=[O:26])[CH:22]=[C:21]([CH3:28])[N:20]=1. The yield is 0.540. (5) The reactants are [Cl:1][C:2]1[N:7]=[C:6]([N:8]([C:10]2[C:18]3[O:17][CH2:16][O:15][C:14]=3[CH:13]=[CH:12][C:11]=2Cl)[CH3:9])[CH:5]=[CH:4][N:3]=1.C(=O)([O-])[O-].[Cs+].[Cs+]. No catalyst specified. The product is [O:15]1[C:14]2[CH:13]=[CH:12][CH:11]=[C:10]([N:8]([CH3:9])[C:6]3[CH:5]=[CH:4][N:3]=[C:2]([Cl:1])[N:7]=3)[C:18]=2[O:17][CH2:16]1. The yield is 0.680. (6) The reactants are [Br:1][C:2]1[CH:3]=[C:4]([NH:10][C:11]2[CH:12]=[C:13]3[C:18](=[CH:19][CH:20]=2)[CH2:17][NH:16][CH2:15][CH2:14]3)[C:5](=[O:9])[N:6]([CH3:8])[CH:7]=1.[O:21]1[CH2:24][C:23](=O)[CH2:22]1.[BH3-]C#N.[Na+]. The catalyst is CO.[Cl-].[Zn+2].[Cl-]. The product is [Br:1][C:2]1[CH:3]=[C:4]([NH:10][C:11]2[CH:12]=[C:13]3[C:18](=[CH:19][CH:20]=2)[CH2:17][N:16]([CH:23]2[CH2:24][O:21][CH2:22]2)[CH2:15][CH2:14]3)[C:5](=[O:9])[N:6]([CH3:8])[CH:7]=1. The yield is 0.920.